Dataset: Catalyst prediction with 721,799 reactions and 888 catalyst types from USPTO. Task: Predict which catalyst facilitates the given reaction. (1) Reactant: [C:1]([O:4][C@H:5]1[C@H:10]([O:11][C:12](=[O:14])[CH3:13])[C@@H:9]([CH2:15][O:16][C:17](=[O:19])[CH3:18])[O:8][C@@H:7]([O:20][C@@H:21]2[C@H:30]([O:31][CH2:32][C:33]3[CH:38]=[CH:37][CH:36]=[CH:35][CH:34]=3)[C@@H:29]([O:39][CH2:40][C:41]3[CH:46]=[CH:45][CH:44]=[CH:43][CH:42]=3)[C@H:28]([CH3:47])[O:27][C@H:22]2[O:23]CC=C)[C@@H:6]1[NH:48][C:49](=[O:54])[C:50]([Cl:53])([Cl:52])[Cl:51])(=[O:3])[CH3:2]. Product: [C:1]([O:4][C@H:5]1[C@H:10]([O:11][C:12](=[O:14])[CH3:13])[C@@H:9]([CH2:15][O:16][C:17](=[O:19])[CH3:18])[O:8][C@@H:7]([O:20][C@@H:21]2[C@H:30]([O:31][CH2:32][C:33]3[CH:38]=[CH:37][CH:36]=[CH:35][CH:34]=3)[C@@H:29]([O:39][CH2:40][C:41]3[CH:42]=[CH:43][CH:44]=[CH:45][CH:46]=3)[C@H:28]([CH3:47])[O:27][C@H:22]2[OH:23])[C@@H:6]1[NH:48][C:49](=[O:54])[C:50]([Cl:53])([Cl:52])[Cl:51])(=[O:3])[CH3:2]. The catalyst class is: 7. (2) Reactant: [Cl:1][C:2]([Cl:19])([Cl:18])[C:3]([NH:5][C:6]([NH:8][C:9]1[S:10][CH:11]=[CH:12][C:13]=1[C:14]([O:16][CH3:17])=[O:15])=[O:7])=[O:4].[Br:20]Br. Product: [Br:20][C:11]1[S:10][C:9]([NH:8][C:6]([NH:5][C:3](=[O:4])[C:2]([Cl:1])([Cl:18])[Cl:19])=[O:7])=[C:13]([C:14]([O:16][CH3:17])=[O:15])[CH:12]=1. The catalyst class is: 15. (3) The catalyst class is: 2. Product: [Cl:8][C:6]1[CH:7]=[C:2]([Cl:1])[C:3]([N:9]=[C:16]=[S:17])=[CH:4][N:5]=1. Reactant: [Cl:1][C:2]1[CH:7]=[C:6]([Cl:8])[N:5]=[CH:4][C:3]=1[NH2:9].C(=O)([O-])[O-].[Na+].[Na+].[C:16](Cl)(Cl)=[S:17]. (4) Product: [Cl:23][C:21]1[CH:20]=[CH:19][C:17]2[NH:18][C:14]([CH:10]3[O:11][CH2:12][CH2:13][NH:8][CH2:9]3)=[N:15][C:16]=2[CH:22]=1. The catalyst class is: 19. Reactant: C([N:8]1[CH2:13][CH2:12][O:11][CH:10]([C:14]2[NH:18][C:17]3[CH:19]=[CH:20][C:21]([Cl:23])=[CH:22][C:16]=3[N:15]=2)[CH2:9]1)C1C=CC=CC=1.Cl.C(Cl)Cl. (5) Reactant: Cl[C:2]1[N:3]=[C:4]([NH:11][CH2:12][CH2:13][CH2:14][N:15]2[CH2:20][CH2:19][O:18][CH2:17][CH2:16]2)[C:5]2[CH:10]=[CH:9][NH:8][C:6]=2[N:7]=1.[NH2:21][C:22]1[CH:30]=[C:29]2[C:25]([CH:26]=[N:27][NH:28]2)=[CH:24][CH:23]=1.C[Si](Cl)(C)C. Product: [NH:28]1[C:29]2[C:25](=[CH:24][CH:23]=[C:22]([NH:21][C:2]3[N:3]=[C:4]([NH:11][CH2:12][CH2:13][CH2:14][N:15]4[CH2:20][CH2:19][O:18][CH2:17][CH2:16]4)[C:5]4[CH:10]=[CH:9][NH:8][C:6]=4[N:7]=3)[CH:30]=2)[CH:26]=[N:27]1. The catalyst class is: 51. (6) Reactant: [CH2:1]([O:8][C:9]1[C:13]([O:14][CH2:15][C:16]2[CH:21]=[CH:20][CH:19]=[CH:18][CH:17]=2)=[C:12]([C:22](=[O:26])[N:23]([CH3:25])[CH3:24])[N:11]([C:27]2[CH:32]=[CH:31][C:30]([OH:33])=[CH:29][CH:28]=2)[C:10]=1[C:34]([O:36][CH2:37][CH3:38])=[O:35])[C:2]1[CH:7]=[CH:6][CH:5]=[CH:4][CH:3]=1.[CH3:39][S:40][CH2:41][CH2:42][CH2:43]O.C1(P(C2C=CC=CC=2)C2C=CC=CC=2)C=CC=CC=1.CC(OC(/N=N/C(OC(C)C)=O)=O)C. Product: [CH2:1]([O:8][C:9]1[C:13]([O:14][CH2:15][C:16]2[CH:21]=[CH:20][CH:19]=[CH:18][CH:17]=2)=[C:12]([C:22](=[O:26])[N:23]([CH3:25])[CH3:24])[N:11]([C:27]2[CH:32]=[CH:31][C:30]([O:33][CH2:43][CH2:42][CH2:41][S:40][CH3:39])=[CH:29][CH:28]=2)[C:10]=1[C:34]([O:36][CH2:37][CH3:38])=[O:35])[C:2]1[CH:7]=[CH:6][CH:5]=[CH:4][CH:3]=1. The catalyst class is: 1. (7) Reactant: [CH3:1][Mg]Br.[F:4][C:5]1[CH:12]=[CH:11][C:10]([C:13]2[C:14]([C:18]3[CH:23]=[CH:22][CH:21]=[C:20]([CH3:24])[N:19]=3)=[N:15][NH:16][CH:17]=2)=[CH:9][C:6]=1C#N.Cl.[C:26](=[O:29])([O-])[O-].[Na+].[Na+]. Product: [F:4][C:5]1[CH:6]=[CH:9][C:10]([C:13]2[C:14]([C:18]3[CH:23]=[CH:22][CH:21]=[C:20]([CH3:24])[N:19]=3)=[N:15][NH:16][CH:17]=2)=[CH:11][C:12]=1[C:26](=[O:29])[CH3:1]. The catalyst class is: 132.